From a dataset of Forward reaction prediction with 1.9M reactions from USPTO patents (1976-2016). Predict the product of the given reaction. (1) Given the reactants [Cl:1][C:2]1[CH:7]=[CH:6][C:5]([N:8]2[C:12](=[O:13])[CH2:11][CH:10]([NH:14]C(=O)OC(C)(C)C)[CH2:9]2)=[CH:4][C:3]=1[O:22][CH3:23].FC(F)(F)C(O)=O.[OH-].[Na+], predict the reaction product. The product is: [NH2:14][CH:10]1[CH2:9][N:8]([C:5]2[CH:6]=[CH:7][C:2]([Cl:1])=[C:3]([O:22][CH3:23])[CH:4]=2)[C:12](=[O:13])[CH2:11]1. (2) Given the reactants [CH2:1](O)[CH2:2][CH:3]([CH3:5])[CH3:4].C(N(CC)CC)C.CS(Cl)(=O)=O.O.[NH2:20][NH2:21].[P:22](=[O:26])([OH:25])([OH:24])[OH:23], predict the reaction product. The product is: [P:22]([OH:26])([OH:25])([OH:24])=[O:23].[CH3:4][CH:3]([CH3:5])[CH2:2][CH2:1][NH:20][NH2:21]. (3) Given the reactants [NH2:1][C:2]1[CH:7]=[CH:6][C:5]([Cl:8])=[CH:4][N:3]=1.[I:9]N1C(=O)CCC1=O, predict the reaction product. The product is: [Cl:8][C:5]1[CH:6]=[C:7]([I:9])[C:2]([NH2:1])=[N:3][CH:4]=1. (4) Given the reactants Cl.[Cl:2][C:3]1[CH:35]=[CH:34][C:6]([NH:7][C:8]2[C:17]3[C:12](=[CH:13][C:14]([O:20][CH:21]4[CH2:26][CH2:25][N:24](C(OC(C)(C)C)=O)[CH2:23][CH2:22]4)=[C:15]([O:18][CH3:19])[CH:16]=3)[N:11]=[CH:10][N:9]=2)=[C:5]([F:36])[CH:4]=1, predict the reaction product. The product is: [ClH:2].[Cl:2][C:3]1[CH:35]=[CH:34][C:6]([NH:7][C:8]2[C:17]3[C:12](=[CH:13][C:14]([O:20][CH:21]4[CH2:26][CH2:25][NH:24][CH2:23][CH2:22]4)=[C:15]([O:18][CH3:19])[CH:16]=3)[N:11]=[CH:10][N:9]=2)=[C:5]([F:36])[CH:4]=1. (5) Given the reactants [CH3:1]/[C:2](/[CH2:35][CH2:36][CH2:37][CH3:38])=[CH:3]/[C:4]([O:6][C@@H:7]1[CH2:12][C@@H:11]([CH2:13][CH2:14][CH2:15][CH2:16][CH3:17])[O:10][C@@:9]([O:33]C)([C@@H:18]2[CH2:22][S:21][C:20](=[O:23])[N:19]2CC2C=CC(OC)=CC=2)[CH2:8]1)=[O:5].CO[C@]1([C@@H]2CSC(=O)N2CC2C=CC(OC)=CC=2)C[C@H]2C[C@@H](CCCC=CCCC(C)=CC(=O)O2)O1, predict the reaction product. The product is: [CH3:1]/[C:2](/[CH2:35][CH2:36][CH2:37][CH3:38])=[CH:3]/[C:4]([O:6][C@@H:7]1[CH2:12][C@@H:11]([CH2:13][CH2:14][CH2:15][CH2:16][CH3:17])[O:10][C@@:9]([OH:33])([C@@H:18]2[CH2:22][S:21][C:20](=[O:23])[NH:19]2)[CH2:8]1)=[O:5]. (6) Given the reactants CC(C[AlH]CC(C)C)C.CO[C:12](=O)[CH2:13][O:14][C:15]1[CH:20]=[CH:19][C:18]([CH3:21])=[CH:17][C:16]=1[Br:22].[NH2:24][CH2:25][CH2:26][NH:27][S:28]([C:31]1[C:32]2[CH:33]=[CH:34][N:35]=[CH:36][C:37]=2[CH:38]=[CH:39][CH:40]=1)(=[O:30])=[O:29], predict the reaction product. The product is: [Br:22][C:16]1[CH:17]=[C:18]([CH3:21])[CH:19]=[CH:20][C:15]=1[O:14][CH2:13][CH2:12][NH:24][CH2:25][CH2:26][NH:27][S:28]([C:31]1[C:32]2[CH:33]=[CH:34][N:35]=[CH:36][C:37]=2[CH:38]=[CH:39][CH:40]=1)(=[O:30])=[O:29]. (7) Given the reactants Br[C:2]1[S:6][C:5]([C:7]([N:9]([C:11]2[CH:16]=[CH:15][CH:14]=[C:13]([O:17][CH3:18])[CH:12]=2)[CH3:10])=[O:8])=[CH:4][CH:3]=1.[CH3:19][O:20][C:21]1[CH:22]=[C:23](B(O)O)[CH:24]=[CH:25][CH:26]=1, predict the reaction product. The product is: [CH3:18][O:17][C:13]1[CH:12]=[C:11]([N:9]([CH3:10])[C:7]([C:5]2[S:6][C:2]([C:25]3[CH:24]=[CH:23][CH:22]=[C:21]([O:20][CH3:19])[CH:26]=3)=[CH:3][CH:4]=2)=[O:8])[CH:16]=[CH:15][CH:14]=1.